Dataset: Peptide-MHC class I binding affinity with 185,985 pairs from IEDB/IMGT. Task: Regression. Given a peptide amino acid sequence and an MHC pseudo amino acid sequence, predict their binding affinity value. This is MHC class I binding data. (1) The peptide sequence is PASTNRQSGR. The MHC is HLA-A68:02 with pseudo-sequence HLA-A68:02. The binding affinity (normalized) is 0. (2) The peptide sequence is GYSLVGIDPF. The MHC is HLA-A02:01 with pseudo-sequence HLA-A02:01. The binding affinity (normalized) is 0.00796. (3) The peptide sequence is ESDKGSSQS. The MHC is HLA-B58:01 with pseudo-sequence HLA-B58:01. The binding affinity (normalized) is 0.0847. (4) The peptide sequence is TTDDSTSYY. The MHC is HLA-A80:01 with pseudo-sequence HLA-A80:01. The binding affinity (normalized) is 0.0847. (5) The peptide sequence is TLLIKTLSPA. The MHC is HLA-A02:02 with pseudo-sequence HLA-A02:02. The binding affinity (normalized) is 0.996.